This data is from Forward reaction prediction with 1.9M reactions from USPTO patents (1976-2016). The task is: Predict the product of the given reaction. (1) Given the reactants Br[C:2]1[CH:7]=[CH:6][C:5]([C@:8]2([NH:18][C:19](=[O:27])[C:20]3[CH:25]=[CH:24][C:23]([F:26])=[CH:22][CH:21]=3)[C:13]3=[N:14][CH:15]=[CH:16][CH:17]=[C:12]3[O:11][CH2:10][CH2:9]2)=[CH:4][CH:3]=1.[O-]P([O-])([O-])=O.[K+].[K+].[K+].CC1(C)C(C)(C)OB([C:44]2[CH:45]=[N:46]OC=2)O1, predict the reaction product. The product is: [C:45]([CH2:44][C:2]1[CH:7]=[CH:6][C:5]([C@:8]2([NH:18][C:19](=[O:27])[C:20]3[CH:21]=[CH:22][C:23]([F:26])=[CH:24][CH:25]=3)[C:13]3=[N:14][CH:15]=[CH:16][CH:17]=[C:12]3[O:11][CH2:10][CH2:9]2)=[CH:4][CH:3]=1)#[N:46]. (2) Given the reactants [C:1]([C:5]1[CH:10]=[CH:9][C:8]([C:11]2[N:12]([C:39]3[CH:44]=[CH:43][C:42]([C:45]4[N:46]=[C:47]([C@@H:50]5[CH2:54][CH2:53][CH2:52][N:51]5C(OC(C)(C)C)=O)[NH:48][CH:49]=4)=[CH:41][CH:40]=3)[CH:13]=[CH:14][C:15]=2[C:16]2[CH:21]=[CH:20][C:19]([C:22]3[N:23]=[C:24]([C@@H:27]4[CH2:31][CH2:30][CH2:29][N:28]4C(OC(C)(C)C)=O)[NH:25][CH:26]=3)=[CH:18][CH:17]=2)=[CH:7][CH:6]=1)([CH3:4])([CH3:3])[CH3:2].Cl, predict the reaction product. The product is: [C:1]([C:5]1[CH:6]=[CH:7][C:8]([C:11]2[N:12]([C:39]3[CH:44]=[CH:43][C:42]([C:45]4[N:46]=[C:47]([C@@H:50]5[CH2:54][CH2:53][CH2:52][NH:51]5)[NH:48][CH:49]=4)=[CH:41][CH:40]=3)[CH:13]=[CH:14][C:15]=2[C:16]2[CH:17]=[CH:18][C:19]([C:22]3[N:23]=[C:24]([C@@H:27]4[CH2:31][CH2:30][CH2:29][NH:28]4)[NH:25][CH:26]=3)=[CH:20][CH:21]=2)=[CH:9][CH:10]=1)([CH3:4])([CH3:2])[CH3:3].